From a dataset of Forward reaction prediction with 1.9M reactions from USPTO patents (1976-2016). Predict the product of the given reaction. Given the reactants CS[C:3]1[S:4]/[C:5](=[CH:9]\[C:10]2[CH:11]=[C:12]3[C:17](=[CH:18][CH:19]=2)[N:16]=[CH:15][CH:14]=[CH:13]3)/[C:6](=[O:8])[N:7]=1.[CH2:20]1[CH2:25][CH2:24][CH2:23][CH2:22][CH:21]1NC.C[CH2:29][N:30](C(C)C)C(C)C, predict the reaction product. The product is: [CH:21]1([CH2:29][NH:30][C:3]2[S:4]/[C:5](=[CH:9]\[C:10]3[CH:11]=[C:12]4[C:17](=[CH:18][CH:19]=3)[N:16]=[CH:15][CH:14]=[CH:13]4)/[C:6](=[O:8])[N:7]=2)[CH2:22][CH2:23][CH2:24][CH2:25][CH2:20]1.